From a dataset of Full USPTO retrosynthesis dataset with 1.9M reactions from patents (1976-2016). Predict the reactants needed to synthesize the given product. (1) Given the product [CH2:13]([O:16][C:17]1([CH3:46])[CH2:18][CH2:19][N:20]([C:23]2[N:28]3[N:29]=[C:30]([CH2:32][O:12][CH2:11][C:6]4[CH:7]=[CH:8][CH:9]=[CH:10][C:5]=4[CH2:1][CH2:2][CH:3]=[CH2:4])[CH:31]=[C:27]3[N:26]=[C:25]([CH3:34])[C:24]=2[C@H:35]([O:41][C:42]([CH3:45])([CH3:44])[CH3:43])[C:36]([O:38][CH2:39][CH3:40])=[O:37])[CH2:21][CH2:22]1)[CH:14]=[CH2:15], predict the reactants needed to synthesize it. The reactants are: [CH2:1]([C:5]1[CH:10]=[CH:9][CH:8]=[CH:7][C:6]=1[CH2:11][OH:12])[CH2:2][CH:3]=[CH2:4].[CH2:13]([O:16][C:17]1([CH3:46])[CH2:22][CH2:21][N:20]([C:23]2[N:28]3[N:29]=[C:30]([CH2:32]I)[CH:31]=[C:27]3[N:26]=[C:25]([CH3:34])[C:24]=2[C@H:35]([O:41][C:42]([CH3:45])([CH3:44])[CH3:43])[C:36]([O:38][CH2:39][CH3:40])=[O:37])[CH2:19][CH2:18]1)[CH:14]=[CH2:15].[H-].[Na+]. (2) Given the product [O:24]1[C:28]([C:29]2[S:33][C:32]([S:34]([NH:1][C:2]3[CH:7]=[N:6][CH:5]=[C:4]([C:8]4[S:12][C:11]([C:13]5[CH:14]=[C:15]6[C:19](=[CH:20][CH:21]=5)[C:18](=[O:22])[N:17]([CH3:23])[CH2:16]6)=[CH:10][CH:9]=4)[CH:3]=3)(=[O:36])=[O:35])=[CH:31][CH:30]=2)=[CH:27][CH:26]=[N:25]1, predict the reactants needed to synthesize it. The reactants are: [NH2:1][C:2]1[CH:3]=[C:4]([C:8]2[S:12][C:11]([C:13]3[CH:14]=[C:15]4[C:19](=[CH:20][CH:21]=3)[C:18](=[O:22])[N:17]([CH3:23])[CH2:16]4)=[CH:10][CH:9]=2)[CH:5]=[N:6][CH:7]=1.[O:24]1[C:28]([C:29]2[S:33][C:32]([S:34](Cl)(=[O:36])=[O:35])=[CH:31][CH:30]=2)=[CH:27][CH:26]=[N:25]1. (3) Given the product [Br:1][C:2]1[CH:3]=[C:4]([CH:9]=[CH:10][C:11]=1[O:12][CH2:13][CH2:14][Br:15])[C:5]([OH:7])=[O:6], predict the reactants needed to synthesize it. The reactants are: [Br:1][C:2]1[CH:3]=[C:4]([CH:9]=[CH:10][C:11]=1[O:12][CH2:13][CH2:14][Br:15])[C:5]([O:7]C)=[O:6].[OH-].[Na+]. (4) The reactants are: [N:1]1([C:6]2[CH:11]=[CH:10][C:9]([OH:12])=[CH:8][CH:7]=2)[CH:5]=[CH:4][N:3]=[CH:2]1.C([O-])([O-])=O.[K+].[K+].[N+](C1C=C(S(O[CH2:32][C@@H:33]2[CH2:35][O:34]2)(=O)=O)C=CC=1)([O-])=O. Given the product [O:34]1[CH2:35][CH:33]1[CH2:32][O:12][C:9]1[CH:10]=[CH:11][C:6]([N:1]2[CH:5]=[CH:4][N:3]=[CH:2]2)=[CH:7][CH:8]=1, predict the reactants needed to synthesize it. (5) Given the product [F:12][C:13]([F:24])([F:23])[C:14]1[CH:19]=[CH:18][C:17]([C:2]2[CH:10]=[CH:9][CH:8]=[C:7]3[C:3]=2[CH2:4][CH2:5][C:6]3=[O:11])=[CH:16][CH:15]=1, predict the reactants needed to synthesize it. The reactants are: Br[C:2]1[CH:10]=[CH:9][CH:8]=[C:7]2[C:3]=1[CH2:4][CH2:5][C:6]2=[O:11].[F:12][C:13]([F:24])([F:23])[C:14]1[CH:19]=[CH:18][C:17](B(O)O)=[CH:16][CH:15]=1.C(=O)([O-])[O-].[Na+].[Na+].C1(P(C2C=CC=CC=2)C2C=CC=CC=2)C=CC=CC=1. (6) Given the product [ClH:3].[CH3:21][O:13][C:12](=[O:14])[C@@H:10]([CH2:9][C:8]1[C:15]2[C:20](=[CH:19][CH:18]=[CH:17][CH:16]=2)[N:6]([CH3:5])[CH:7]=1)[NH2:11], predict the reactants needed to synthesize it. The reactants are: S(Cl)([Cl:3])=O.[CH3:5][N:6]1[C:20]2[C:15](=[CH:16][CH:17]=[CH:18][CH:19]=2)[C:8]([CH2:9][C@H:10]([C:12]([OH:14])=[O:13])[NH2:11])=[CH:7]1.[CH3:21]O. (7) Given the product [C:1]([N:5]1[C:9](=[O:10])[C:8]([NH:33][CH:30]2[CH2:29][CH2:28][N:27]([C:25]([O:24][C:20]([CH3:23])([CH3:22])[CH3:21])=[O:26])[CH2:32][CH2:31]2)=[C:7]([C:12]2[CH:17]=[CH:16][CH:15]=[CH:14][CH:13]=2)[S:6]1(=[O:19])=[O:18])([CH3:4])([CH3:3])[CH3:2], predict the reactants needed to synthesize it. The reactants are: [C:1]([N:5]1[C:9](=[O:10])[C:8](Cl)=[C:7]([C:12]2[CH:17]=[CH:16][CH:15]=[CH:14][CH:13]=2)[S:6]1(=[O:19])=[O:18])([CH3:4])([CH3:3])[CH3:2].[C:20]([O:24][C:25]([N:27]1[CH2:32][CH2:31][CH:30]([NH2:33])[CH2:29][CH2:28]1)=[O:26])([CH3:23])([CH3:22])[CH3:21].